Dataset: Peptide-MHC class I binding affinity with 185,985 pairs from IEDB/IMGT. Task: Regression. Given a peptide amino acid sequence and an MHC pseudo amino acid sequence, predict their binding affinity value. This is MHC class I binding data. (1) The peptide sequence is MLMRVAVGI. The MHC is HLA-A32:01 with pseudo-sequence HLA-A32:01. The binding affinity (normalized) is 1.00. (2) The peptide sequence is APKEFRGAL. The MHC is HLA-A11:01 with pseudo-sequence HLA-A11:01. The binding affinity (normalized) is 0.0847. (3) The peptide sequence is YHVYDFEPY. The MHC is Mamu-B17 with pseudo-sequence Mamu-B17. The binding affinity (normalized) is 0.472. (4) The peptide sequence is RTGDIGCFK. The MHC is HLA-A30:01 with pseudo-sequence HLA-A30:01. The binding affinity (normalized) is 0.669. (5) The peptide sequence is TEVAASCGGV. The MHC is Patr-B2401 with pseudo-sequence Patr-B2401. The binding affinity (normalized) is 0.136. (6) The peptide sequence is QLQCHQIAI. The MHC is HLA-A02:12 with pseudo-sequence HLA-A02:12. The binding affinity (normalized) is 0.936. (7) The peptide sequence is SLFNWLWYE. The binding affinity (normalized) is 0.0847. The MHC is HLA-B15:17 with pseudo-sequence HLA-B15:17. (8) The peptide sequence is TQSPVSVGF. The binding affinity (normalized) is 0.0847. The MHC is HLA-B15:17 with pseudo-sequence HLA-B15:17.